From a dataset of Serine/threonine kinase 33 screen with 319,792 compounds. Binary Classification. Given a drug SMILES string, predict its activity (active/inactive) in a high-throughput screening assay against a specified biological target. (1) The drug is Clc1ccc(S(=O)(=O)NNC(=O)c2c(occ2)C)cc1. The result is 0 (inactive). (2) The molecule is Fc1cc(CN2C(=O)C3(NC2=O)CCOc2c3cccc2)ccc1OC. The result is 0 (inactive). (3) The molecule is O=C1C(C(NC(C1)(C)C)(C)C)CCC(=O)c1ccccc1. The result is 0 (inactive). (4) The compound is O=C(N1CCN(CC1)C(=O)c1ccccc1)c1c(OCC)nccc1. The result is 0 (inactive). (5) The drug is Clc1ncccc1NC(=O)CSCCc1ncccc1. The result is 0 (inactive).